Dataset: Reaction yield outcomes from USPTO patents with 853,638 reactions. Task: Predict the reaction yield, written as a fraction of the theoretical maximum amount of product (1.0 means a 100% yield; for example, 0.34 means a 34% yield). (1) The reactants are C([N:4]1[C@@H:8]([C:9]2[CH:14]=[CH:13][C:12]([Cl:15])=[C:11]([N+:16]([O-:18])=[O:17])[CH:10]=2)[CH2:7][CH2:6][C@@H:5]1[C:19]1[CH:24]=[CH:23][C:22]([Cl:25])=[C:21]([N+:26]([O-:28])=[O:27])[CH:20]=1)C=C.O. The catalyst is C(#N)C.C1C=CC(P(C2C=CC=CC=2)C2C=CC=CC=2)=CC=1.C1C=CC(P(C2C=CC=CC=2)C2C=CC=CC=2)=CC=1.C1C=CC(P(C2C=CC=CC=2)C2C=CC=CC=2)=CC=1.[Cl-].[Rh]. The product is [Cl:15][C:12]1[CH:13]=[CH:14][C:9]([C@H:8]2[CH2:7][CH2:6][C@H:5]([C:19]3[CH:24]=[CH:23][C:22]([Cl:25])=[C:21]([N+:26]([O-:28])=[O:27])[CH:20]=3)[NH:4]2)=[CH:10][C:11]=1[N+:16]([O-:18])=[O:17]. The yield is 0.740. (2) The reactants are [C:1]1(B(O)O)[CH:6]=[CH:5][CH:4]=[CH:3][CH:2]=1.Cl[C:11]1[CH:16]=[C:15]([CH2:17][CH3:18])[C:14](I)=[CH:13][N:12]=1.[O-]P([O-])([O-])=O.[K+].[K+].[K+].[C:28]1(C)[CH:33]=[CH:32][CH:31]=[CH:30][CH:29]=1. The catalyst is C1C=CC(/C=C/C(/C=C/C2C=CC=CC=2)=O)=CC=1.C1C=CC(/C=C/C(/C=C/C2C=CC=CC=2)=O)=CC=1.C1C=CC(/C=C/C(/C=C/C2C=CC=CC=2)=O)=CC=1.[Pd].[Pd].C1(P(C2CCCCC2)C2C=CC=CC=2C2C(OC)=CC=CC=2OC)CCCCC1.O. The product is [C:1]1([C:11]2[CH:16]=[C:15]([CH2:17][CH3:18])[C:14]([C:28]3[CH:33]=[CH:32][CH:31]=[CH:30][CH:29]=3)=[CH:13][N:12]=2)[CH:6]=[CH:5][CH:4]=[CH:3][CH:2]=1. The yield is 0.909. (3) The reactants are [N:1]1[CH:6]=[CH:5]N=[CH:3][C:2]=1[C:7]1[N:11]2[CH2:12][CH2:13][NH:14][C:15](=[O:16])[C:10]2=[N:9][N:8]=1.Br[CH2:18][C:19]1[CH:24]=[CH:23][CH:22]=[C:21]([C:25]([F:28])([F:27])[F:26])[C:20]=1[CH3:29].Br[CH2:31]C1C=CC=C(Cl)C=1Cl. No catalyst specified. The product is [CH3:29][C:20]1[C:21]([C:25]([F:28])([F:27])[F:26])=[CH:22][CH:23]=[CH:24][C:19]=1[CH2:18][N:14]1[CH2:13][CH2:12][N:11]2[C:7]([C:2]3[CH:3]=[CH:31][CH:5]=[CH:6][N:1]=3)=[N:8][N:9]=[C:10]2[C:15]1=[O:16]. The yield is 0.750. (4) The reactants are [Cl:1][C:2]1[CH:3]=[C:4]([CH:7]=[C:8]([Cl:10])[CH:9]=1)[CH:5]=[O:6].[F:11][C:12]([Si](C)(C)C)([F:14])[F:13].[F-].C([N+](CCCC)(CCCC)CCCC)CCC. The catalyst is C1COCC1.Cl.O. The product is [Cl:1][C:2]1[CH:3]=[C:4]([CH:5]([OH:6])[C:12]([F:14])([F:13])[F:11])[CH:7]=[C:8]([Cl:10])[CH:9]=1. The yield is 0.600. (5) The reactants are [NH3:1].O1CCOCC1.[CH2:8]([O:15][C:16]([NH:18][CH2:19][CH2:20][S:21](Cl)(=[O:23])=[O:22])=[O:17])[C:9]1[CH:14]=[CH:13][CH:12]=[CH:11][CH:10]=1. The catalyst is C(#N)C. The product is [CH2:8]([O:15][C:16]([NH:18][CH2:19][CH2:20][S:21]([NH2:1])(=[O:23])=[O:22])=[O:17])[C:9]1[CH:14]=[CH:13][CH:12]=[CH:11][CH:10]=1. The yield is 0.740.